This data is from hERG potassium channel inhibition data for cardiac toxicity prediction from Karim et al.. The task is: Regression/Classification. Given a drug SMILES string, predict its toxicity properties. Task type varies by dataset: regression for continuous values (e.g., LD50, hERG inhibition percentage) or binary classification for toxic/non-toxic outcomes (e.g., AMES mutagenicity, cardiotoxicity, hepatotoxicity). Dataset: herg_karim. (1) The compound is COc1cnc(-c2cccc3c2C[C@H](NC(=O)c2ccc(OCC(F)(F)F)nc2)CO3)cn1. The result is 0 (non-blocker). (2) The molecule is Cc1nc2ccncc2n1C1C[C@H]2CC[C@H](C1)N2CC[C@H](NC(=O)[C@H]1CC[S@@+]([O-])CC1)c1ccc(F)cc1. The result is 0 (non-blocker). (3) The compound is O=c1n(Cc2ccc(Cl)cc2)c2sc3c(c2c2ncnn12)CCCC3. The result is 1 (blocker).